Dataset: NCI-60 drug combinations with 297,098 pairs across 59 cell lines. Task: Regression. Given two drug SMILES strings and cell line genomic features, predict the synergy score measuring deviation from expected non-interaction effect. Drug 1: CN(CC1=CN=C2C(=N1)C(=NC(=N2)N)N)C3=CC=C(C=C3)C(=O)NC(CCC(=O)O)C(=O)O. Drug 2: CC1C(C(CC(O1)OC2CC(CC3=C2C(=C4C(=C3O)C(=O)C5=C(C4=O)C(=CC=C5)OC)O)(C(=O)CO)O)N)O.Cl. Cell line: NCI/ADR-RES. Synergy scores: CSS=42.2, Synergy_ZIP=2.46, Synergy_Bliss=-0.00644, Synergy_Loewe=1.02, Synergy_HSA=4.97.